From a dataset of Full USPTO retrosynthesis dataset with 1.9M reactions from patents (1976-2016). Predict the reactants needed to synthesize the given product. (1) Given the product [O:12]=[C:9]1[N:8]([C:25]([Cl:24])=[O:26])[C@H:7]([C:1]2[CH:2]=[CH:3][CH:4]=[CH:5][CH:6]=2)[CH2:11][O:10]1, predict the reactants needed to synthesize it. The reactants are: [C:1]1([C@@H:7]2[CH2:11][O:10][C:9](=[O:12])[NH:8]2)[CH:6]=[CH:5][CH:4]=[CH:3][CH:2]=1.C([Li])CCC.CCCCCC.[Cl:24][C:25](OC(Cl)(Cl)Cl)=[O:26]. (2) Given the product [CH2:30]([O:29][C:23]1[CH:22]=[C:21]2[C:26]([C:17]([O:16][C:13]3[CH:14]=[CH:15][C:10]([NH:9][C:8]([NH:40][CH3:39])=[O:7])=[C:11]([Cl:37])[CH:12]=3)=[CH:18][CH:19]=[N:20]2)=[CH:25][C:24]=1[C:27]#[N:28])[C:31]1[CH:36]=[CH:35][CH:34]=[CH:33][CH:32]=1, predict the reactants needed to synthesize it. The reactants are: C1([O:7][C:8](=O)[NH:9][C:10]2[CH:15]=[CH:14][C:13]([O:16][C:17]3[C:26]4[C:21](=[CH:22][C:23]([O:29][CH2:30][C:31]5[CH:36]=[CH:35][CH:34]=[CH:33][CH:32]=5)=[C:24]([C:27]#[N:28])[CH:25]=4)[N:20]=[CH:19][CH:18]=3)=[CH:12][C:11]=2[Cl:37])C=CC=CC=1.[CH3:39][N:40](C)C=O.O1CCCC1. (3) Given the product [Br:1][C:2]1[CH:3]=[C:4](/[CH:8]=[N:14]/[CH2:13][CH:12]([O:15][CH3:16])[O:11][CH3:10])[S:5][C:6]=1[CH3:7], predict the reactants needed to synthesize it. The reactants are: [Br:1][C:2]1[CH:3]=[C:4]([CH:8]=O)[S:5][C:6]=1[CH3:7].[CH3:10][O:11][CH:12]([O:15][CH3:16])[CH2:13][NH2:14]. (4) Given the product [C:1]1([NH:2][C:4]([C:21]2[S:6][CH:23]=[CH:19][CH:20]=2)=[O:5])[CH:11]=[CH:12][CH:13]=[CH:14][CH:15]=1, predict the reactants needed to synthesize it. The reactants are: [CH3:1][N:2]([CH:4]=[O:5])C.[S:6](Cl)(Cl)=O.N1[CH:15]=[CH:14][CH:13]=[CH:12][C:11]=1C(O)=O.[CH2:19]1[CH2:23]O[CH2:21][CH2:20]1. (5) Given the product [CH3:1][N:2]1[C:6]([N:7]2[CH:11]=[CH:10][CH:9]=[CH:8]2)=[C:5]([C:12]([F:23])=[O:14])[CH:4]=[N:3]1, predict the reactants needed to synthesize it. The reactants are: [CH3:1][N:2]1[C:6]([N:7]2[CH:11]=[CH:10][CH:9]=[CH:8]2)=[C:5]([C:12]([OH:14])=O)[CH:4]=[N:3]1.N1C=CC=CC=1.N1C(F)=NC(F)=NC=1[F:23]. (6) Given the product [CH3:13][O:14][C:15]1[CH:16]=[CH:17][C:18]([C:21]([F:22])([F:23])[F:24])=[CH:19][C:20]=1[C:2]1[C:10]2[C:5](=[N:6][C:7]([NH2:11])=[N:8][CH:9]=2)[N:4]([CH3:12])[N:3]=1, predict the reactants needed to synthesize it. The reactants are: Br[C:2]1[C:10]2[C:5](=[N:6][C:7]([NH2:11])=[N:8][CH:9]=2)[N:4]([CH3:12])[N:3]=1.[CH3:13][O:14][C:15]1[CH:20]=[CH:19][C:18]([C:21]([F:24])([F:23])[F:22])=[CH:17][C:16]=1B(O)O.COCCOC.C([O-])([O-])=O.[Na+].[Na+]. (7) Given the product [CH2:42]([S:44]([N:18]1[CH2:19][CH2:20][CH:15]([CH2:14][CH2:13][C:9]2[C:8]3[C:12](=[C:4]([C:2]([NH2:1])=[O:3])[CH:5]=[C:6]([C:28]4[CH:33]=[CH:32][CH:31]=[CH:30][CH:29]=4)[CH:7]=3)[NH:11][CH:10]=2)[CH2:16][CH2:17]1)(=[O:46])=[O:45])[CH3:43], predict the reactants needed to synthesize it. The reactants are: [NH2:1][C:2]([C:4]1[CH:5]=[C:6]([C:28]2[CH:33]=[CH:32][CH:31]=[CH:30][CH:29]=2)[CH:7]=[C:8]2[C:12]=1[NH:11][CH:10]=[C:9]2[CH2:13][CH2:14][CH:15]1[CH2:20][CH2:19][N:18](C(OC(C)(C)C)=O)[CH2:17][CH2:16]1)=[O:3].Cl.CCN(CC)CC.[CH2:42]([S:44](Cl)(=[O:46])=[O:45])[CH3:43].